This data is from Forward reaction prediction with 1.9M reactions from USPTO patents (1976-2016). The task is: Predict the product of the given reaction. (1) Given the reactants [F:1][C:2]1[CH:23]=[CH:22][C:5]2[NH:6][C:7]([CH:9]([C:11]3[CH:16]=[CH:15][C:14]([O:17][C:18]([F:21])([F:20])[F:19])=[CH:13][CH:12]=3)[OH:10])=[N:8][C:4]=2[CH:3]=1.S(=O)(=O)(O)O.[OH-].[Na+].[CH:31](O)([CH3:33])[CH3:32], predict the reaction product. The product is: [F:1][C:2]1[CH:23]=[CH:22][C:5]2[NH:6][C:7]([CH:9]([O:10][CH:31]([CH3:33])[CH3:32])[C:11]3[CH:16]=[CH:15][C:14]([O:17][C:18]([F:20])([F:19])[F:21])=[CH:13][CH:12]=3)=[N:8][C:4]=2[CH:3]=1. (2) Given the reactants [H-].[Na+].[NH2:3][C:4]([CH3:9])([CH2:7][OH:8])[CH2:5][OH:6].[Si:10](Cl)([C:23]([CH3:26])([CH3:25])[CH3:24])([C:17]1[CH:22]=[CH:21][CH:20]=[CH:19][CH:18]=1)[C:11]1[CH:16]=[CH:15][CH:14]=[CH:13][CH:12]=1, predict the reaction product. The product is: [NH2:3][C:4]([CH3:9])([CH2:7][O:8][Si:10]([C:23]([CH3:26])([CH3:25])[CH3:24])([C:17]1[CH:18]=[CH:19][CH:20]=[CH:21][CH:22]=1)[C:11]1[CH:16]=[CH:15][CH:14]=[CH:13][CH:12]=1)[CH2:5][OH:6]. (3) Given the reactants [Cl:1][C:2]1[CH:25]=[CH:24][C:5]([CH2:6][NH:7][C:8]([C:10]2[C:11](=[O:23])[C:12]3[S:19][C:18]([CH2:20]Cl)=[C:17]([CH3:22])[C:13]=3[N:14]([CH3:16])[CH:15]=2)=[O:9])=[CH:4][CH:3]=1.Cl.Cl.[CH3:28][O:29][C:30]1[N:35]=[CH:34][C:33]([CH:36]([OH:40])[CH2:37][NH:38][CH3:39])=[CH:32][CH:31]=1.C(N(C(C)C)CC)(C)C, predict the reaction product. The product is: [Cl:1][C:2]1[CH:25]=[CH:24][C:5]([CH2:6][NH:7][C:8]([C:10]2[C:11](=[O:23])[C:12]3[S:19][C:18]([CH2:20][N:38]([CH2:37][CH:36]([OH:40])[C:33]4[CH:34]=[N:35][C:30]([O:29][CH3:28])=[CH:31][CH:32]=4)[CH3:39])=[C:17]([CH3:22])[C:13]=3[N:14]([CH3:16])[CH:15]=2)=[O:9])=[CH:4][CH:3]=1. (4) Given the reactants [F:1][C:2]([F:23])([F:22])[O:3][C:4]1[CH:9]=[CH:8][C:7]([C:10]2[N:14]=[C:13]([C:15]3[CH:16]=[CH:17][C:18](=[O:21])[NH:19][CH:20]=3)[O:12][N:11]=2)=[CH:6][CH:5]=1.[H-].[Na+].CS(O[CH2:31][C:32]1[CH:37]=[CH:36][N:35]=[C:34]([Cl:38])[CH:33]=1)(=O)=O.O, predict the reaction product. The product is: [Cl:38][C:34]1[CH:33]=[C:32]([CH2:31][N:19]2[CH:20]=[C:15]([C:13]3[O:12][N:11]=[C:10]([C:7]4[CH:8]=[CH:9][C:4]([O:3][C:2]([F:1])([F:22])[F:23])=[CH:5][CH:6]=4)[N:14]=3)[CH:16]=[CH:17][C:18]2=[O:21])[CH:37]=[CH:36][N:35]=1. (5) The product is: [C:27]([C:23]1[CH:22]=[C:21]([CH:26]=[CH:25][CH:24]=1)[CH2:20][NH:1][C:2]1[CH:3]=[CH:4][C:5]([CH2:8][CH2:9][C:10]([OH:12])=[O:11])=[CH:6][CH:7]=1)(=[O:28])[C:29]1[CH:30]=[CH:31][CH:32]=[CH:33][CH:34]=1. Given the reactants [NH2:1][C:2]1[CH:7]=[CH:6][C:5]([CH2:8][CH2:9][C:10]([OH:12])=[O:11])=[CH:4][CH:3]=1.C([O-])([O-])=O.[K+].[K+].Br[CH2:20][C:21]1[CH:22]=[C:23]([C:27]([C:29]2[CH:34]=[CH:33][CH:32]=[CH:31][CH:30]=2)=[O:28])[CH:24]=[CH:25][CH:26]=1, predict the reaction product. (6) Given the reactants [C:1](Cl)(=[O:5])[C:2](Cl)=[O:3].[C:7]([O:10][CH2:11][C:12]1[N:13]([CH2:32][C:33]2[CH:38]=[CH:37][C:36]([CH3:39])=[CH:35][CH:34]=2)[C:14]2[C:19]([CH:20]=1)=[CH:18][C:17]([C:21]1[CH:26]=[CH:25][C:24]([O:27][C:28]([F:31])([F:30])[F:29])=[CH:23][CH:22]=1)=[CH:16][CH:15]=2)(=[O:9])[CH3:8].C1C[O:43]CC1, predict the reaction product. The product is: [C:7]([O:10][CH2:11][C:12]1[N:13]([CH2:32][C:33]2[CH:38]=[CH:37][C:36]([CH3:39])=[CH:35][CH:34]=2)[C:14]2[C:19]([C:20]=1[C:1](=[O:5])[C:2]([OH:43])=[O:3])=[CH:18][C:17]([C:21]1[CH:22]=[CH:23][C:24]([O:27][C:28]([F:29])([F:30])[F:31])=[CH:25][CH:26]=1)=[CH:16][CH:15]=2)(=[O:9])[CH3:8]. (7) Given the reactants [OH:1][CH2:2][CH2:3][CH:4]1[CH2:9][CH2:8][C:7](=[O:10])[CH2:6][CH2:5]1.[AlH4-].[Li+].O.[OH-].[Na+], predict the reaction product. The product is: [OH:1][CH2:2][CH2:3][CH:4]1[CH2:9][CH2:8][CH:7]([OH:10])[CH2:6][CH2:5]1.